From a dataset of Forward reaction prediction with 1.9M reactions from USPTO patents (1976-2016). Predict the product of the given reaction. (1) Given the reactants [NH:1]1[CH2:6][CH2:5][CH:4]([N:7]2[C:11]3[CH:12]=[C:13]([C:16]([F:19])([F:18])[F:17])[CH:14]=[CH:15][C:10]=3[NH:9][C:8]2=[O:20])[CH2:3][CH2:2]1.[CH2:21]([O:23][CH:24]1[CH2:29][CH2:28][C:27](=O)[CH2:26][CH2:25]1)[CH3:22].[BH-](OC(C)=O)(OC(C)=O)OC(C)=O.[Na+].[OH-].[Na+].[Cl:47]C(Cl)C, predict the reaction product. The product is: [ClH:47].[CH2:21]([O:23][C@@H:24]1[CH2:29][CH2:28][C@H:27]([N:1]2[CH2:6][CH2:5][CH:4]([N:7]3[C:11]4[CH:12]=[C:13]([C:16]([F:17])([F:19])[F:18])[CH:14]=[CH:15][C:10]=4[NH:9][C:8]3=[O:20])[CH2:3][CH2:2]2)[CH2:26][CH2:25]1)[CH3:22]. (2) Given the reactants Br[C:2]1[C:6]2[CH2:7][N:8]([C:11](=[O:13])[CH3:12])[CH2:9][CH2:10][C:5]=2[N:4]([CH3:14])[N:3]=1.[CH3:15][C:16]1[CH:22]=[CH:21][C:19]([NH2:20])=[CH:18][C:17]=1[C:23]1[CH:24]=[N:25][N:26]([CH3:28])[CH:27]=1.C1(P(C2CCCCC2)C2(C(C)C)C(OC)C=CC(OC)=C2C2C(C(C)C)=CC(C(C)C)=CC=2)CCCCC1.C(O[Na])(C)(C)C, predict the reaction product. The product is: [CH3:14][N:4]1[C:5]2[CH2:10][CH2:9][N:8]([C:11](=[O:13])[CH3:12])[CH2:7][C:6]=2[C:2]([NH:20][C:19]2[CH:21]=[CH:22][C:16]([CH3:15])=[C:17]([C:23]3[CH:24]=[N:25][N:26]([CH3:28])[CH:27]=3)[CH:18]=2)=[N:3]1. (3) Given the reactants [F:1][C:2]1[CH:3]=[C:4]([CH:7]=[CH:8][C:9]=1[C:10]([F:13])([F:12])[F:11])[CH2:5][NH2:6].C1(C)C=CC=CC=1.[CH2:21]1[CH2:27][S:24](=[O:26])(=[O:25])[O:23][CH2:22]1, predict the reaction product. The product is: [F:1][C:2]1[CH:3]=[C:4]([CH:7]=[CH:8][C:9]=1[C:10]([F:11])([F:12])[F:13])[CH2:5][NH:6][CH2:22][CH2:21][CH2:27][S:24]([OH:26])(=[O:25])=[O:23]. (4) Given the reactants [NH2:1][CH:2]1[CH2:7][CH2:6][N:5]([C:8](=[O:25])/[CH:9]=[CH:10]/[C:11]2[CH:16]=[CH:15][C:14]([Cl:17])=[CH:13][C:12]=2[CH2:18][N:19]2[N:23]=[N:22][C:21]([CH3:24])=[N:20]2)[CH2:4][CH2:3]1.[NH:26]1[CH:30]=[C:29]([CH2:31][CH2:32][CH2:33][C:34](O)=[O:35])[N:28]=[N:27]1.CCN(C(C)C)C(C)C.C(P1(=O)OP(CCC)(=O)OP(CCC)(=O)O1)CC, predict the reaction product. The product is: [Cl:17][C:14]1[CH:15]=[CH:16][C:11](/[CH:10]=[CH:9]/[C:8]([N:5]2[CH2:4][CH2:3][CH:2]([NH:1][C:34](=[O:35])[CH2:33][CH2:32][CH2:31][C:29]3[N:28]=[N:27][NH:26][CH:30]=3)[CH2:7][CH2:6]2)=[O:25])=[C:12]([CH2:18][N:19]2[N:23]=[N:22][C:21]([CH3:24])=[N:20]2)[CH:13]=1. (5) Given the reactants [C:1]([Mg]Br)#[CH:2].[CH3:5][C:6]1[N:7]=[C:8]([C:11](=[O:13])[CH3:12])[S:9][CH:10]=1, predict the reaction product. The product is: [CH3:5][C:6]1[N:7]=[C:8]([C:11]([OH:13])([C:1]#[CH:2])[CH3:12])[S:9][CH:10]=1.